Dataset: Reaction yield outcomes from USPTO patents with 853,638 reactions. Task: Predict the reaction yield, written as a fraction of the theoretical maximum amount of product (1.0 means a 100% yield; for example, 0.34 means a 34% yield). The reactants are [Cl:1][C:2]1[C:3]([O:21][CH3:22])=[CH:4][CH:5]=[C:6]2[C:11]=1[N:10]=[C:9]([C:12]1[S:13][CH:14]=[C:15]([CH:17]([CH3:19])[CH3:18])[N:16]=1)[CH:8]=[C:7]2O.O=P(Cl)(Cl)[Cl:25]. No catalyst specified. The product is [Cl:25][C:7]1[C:6]2[C:11](=[C:2]([Cl:1])[C:3]([O:21][CH3:22])=[CH:4][CH:5]=2)[N:10]=[C:9]([C:12]2[S:13][CH:14]=[C:15]([CH:17]([CH3:19])[CH3:18])[N:16]=2)[CH:8]=1. The yield is 0.970.